Dataset: Full USPTO retrosynthesis dataset with 1.9M reactions from patents (1976-2016). Task: Predict the reactants needed to synthesize the given product. (1) Given the product [C:30]([C:20]1[CH:19]=[C:18]([C:16]2[CH:15]=[CH:14][N:13]=[C:12]([NH:9][C:6]3[CH:5]=[N:4][C:3]([N:2]([CH3:10])[CH3:1])=[CH:8][CH:7]=3)[N:17]=2)[CH:23]=[CH:22][C:21]=1[NH:24][C:25]([CH:27]1[CH2:29][CH2:28]1)=[O:26])#[N:31], predict the reactants needed to synthesize it. The reactants are: [CH3:1][N:2]([CH3:10])[C:3]1[CH:8]=[CH:7][C:6]([NH2:9])=[CH:5][N:4]=1.Cl[C:12]1[N:17]=[C:16]([C:18]2[CH:23]=[CH:22][C:21]([NH:24][C:25]([CH:27]3[CH2:29][CH2:28]3)=[O:26])=[C:20]([C:30]#[N:31])[CH:19]=2)[CH:15]=[CH:14][N:13]=1. (2) Given the product [CH2:21]([O:20][C:18]([C:15]([CH3:17])([CH3:16])[C:12]1[CH:13]=[CH:14][C:9]([NH:8][C:6]2[C:5]([F:23])=[CH:4][N:3]=[C:2]([NH:29][C:28]3[CH:30]=[CH:31][C:32]4[O:33][CH2:34][CH2:24][O:25][C:26]=4[CH:27]=3)[N:7]=2)=[CH:10][CH:11]=1)=[O:19])[CH3:22], predict the reactants needed to synthesize it. The reactants are: Cl[C:2]1[N:7]=[C:6]([NH:8][C:9]2[CH:14]=[CH:13][C:12]([C:15]([C:18]([O:20][CH2:21][CH3:22])=[O:19])([CH3:17])[CH3:16])=[CH:11][CH:10]=2)[C:5]([F:23])=[CH:4][N:3]=1.[CH2:24]1[CH2:34][O:33][C:32]2[CH:31]=[CH:30][C:28]([NH2:29])=[CH:27][C:26]=2[O:25]1. (3) Given the product [Br:3][C:4]1[CH:9]=[C:8]([C:14]([F:16])([F:15])[F:13])[N:7]=[C:6]([CH3:11])[C:5]=1[OH:12], predict the reactants needed to synthesize it. The reactants are: [F-].[K+].[Br:3][C:4]1[CH:9]=[C:8](Br)[N:7]=[C:6]([CH3:11])[C:5]=1[OH:12].[F:13][C:14]([Si](C)(C)C)([F:16])[F:15].N. (4) Given the product [Cl:18][C:5]1[C:6]([NH:8][C:9]2[S:10][C:11]([C:14]([O:16][CH3:17])=[O:15])=[CH:12][N:13]=2)=[N:7][C:2]([NH:28][C@H:26]([C:23]2[CH:24]=[CH:25][C:20]([F:19])=[CH:21][CH:22]=2)[CH3:27])=[N:3][CH:4]=1, predict the reactants needed to synthesize it. The reactants are: Cl[C:2]1[N:7]=[C:6]([NH:8][C:9]2[S:10][C:11]([C:14]([O:16][CH3:17])=[O:15])=[CH:12][N:13]=2)[C:5]([Cl:18])=[CH:4][N:3]=1.[F:19][C:20]1[CH:25]=[CH:24][C:23]([C@@H:26]([NH2:28])[CH3:27])=[CH:22][CH:21]=1. (5) Given the product [OH:1][C:2]([CH3:31])([CH3:30])[C@@H:3]([NH:15][C:16]([N:18]1[CH2:23][C:22](=[O:24])[NH:21][C:20]2[CH:25]=[C:26]([CH3:29])[CH:27]=[N:28][C:19]1=2)=[O:17])[C:4]1[CH:9]=[CH:8][C:7]([O:10][C:11]([F:14])([F:12])[F:13])=[CH:6][CH:5]=1, predict the reactants needed to synthesize it. The reactants are: [OH:1][C:2]([CH3:31])([CH3:30])[CH:3]([NH:15][C:16]([N:18]1[CH2:23][C:22](=[O:24])[NH:21][C:20]2[CH:25]=[C:26]([CH3:29])[CH:27]=[N:28][C:19]1=2)=[O:17])[C:4]1[CH:9]=[CH:8][C:7]([O:10][C:11]([F:14])([F:13])[F:12])=[CH:6][CH:5]=1.